From a dataset of TCR-epitope binding with 47,182 pairs between 192 epitopes and 23,139 TCRs. Binary Classification. Given a T-cell receptor sequence (or CDR3 region) and an epitope sequence, predict whether binding occurs between them. (1) The epitope is NLSALGIFST. The TCR CDR3 sequence is CSVEFLRANEQFF. Result: 0 (the TCR does not bind to the epitope). (2) The epitope is RQLLFVVEV. The TCR CDR3 sequence is CASSLFRYQETQYF. Result: 1 (the TCR binds to the epitope). (3) The epitope is FLNGSCGSV. The TCR CDR3 sequence is CASSGGGTEAFF. Result: 1 (the TCR binds to the epitope). (4) The epitope is SLYNTVATL. The TCR CDR3 sequence is CASSEQYNEQFF. Result: 0 (the TCR does not bind to the epitope). (5) The epitope is GTSGSPIVNR. The TCR CDR3 sequence is CASSLGGTDNEQFF. Result: 1 (the TCR binds to the epitope). (6) The epitope is SEPVLKGVKL. The TCR CDR3 sequence is CSARDPDVPGGNEQFF. Result: 0 (the TCR does not bind to the epitope). (7) The epitope is RPPIFIRRL. The TCR CDR3 sequence is CASSQDPSPGYTF. Result: 0 (the TCR does not bind to the epitope). (8) The TCR CDR3 sequence is CASSQGVGGPYEQYF. Result: 0 (the TCR does not bind to the epitope). The epitope is LLALHRSYL.